Dataset: Reaction yield outcomes from USPTO patents with 853,638 reactions. Task: Predict the reaction yield, written as a fraction of the theoretical maximum amount of product (1.0 means a 100% yield; for example, 0.34 means a 34% yield). (1) The reactants are [CH3:1][C:2]([CH3:4])=[O:3].[C:5]1([CH3:11])[CH:10]=[CH:9][CH:8]=[CH:7][CH:6]=1. No catalyst specified. The product is [C:5]1([CH3:11])[CH:10]=[CH:9][CH:8]=[CH:7][CH:6]=1.[CH3:1][C:2]([CH3:4])=[O:3]. The yield is 0.800. (2) The reactants are Cl[CH2:2][C:3]([NH:5][C:6]1[CH:11]=[CH:10][C:9]([Br:12])=[CH:8][C:7]=1[C:13]1[NH:14][N:15]=[C:16]([CH2:18][O:19][CH3:20])[N:17]=1)=[O:4].ClCC(NC1C=CC(Cl)=CC=1C1NN=C(COC)N=1)=O. No catalyst specified. The product is [Br:12][C:9]1[CH:10]=[CH:11][C:6]2[NH:5][C:3](=[O:4])[CH2:2][N:14]3[C:13](=[N:17][C:16]([CH2:18][O:19][CH3:20])=[N:15]3)[C:7]=2[CH:8]=1. The yield is 0.680. (3) The yield is 0.790. The product is [Br:1][C:2]1[CH:3]=[CH:4][C:5]([C:8]([CH3:19])([CH2:14][OH:15])[CH2:9][OH:10])=[CH:6][CH:7]=1. The catalyst is C1COCC1. The reactants are [Br:1][C:2]1[CH:7]=[CH:6][C:5]([C:8]([CH3:19])([C:14](OCC)=[O:15])[C:9](OCC)=[O:10])=[CH:4][CH:3]=1.[H-].[Al+3].[Li+].[H-].[H-].[H-]. (4) The reactants are Br[C:2]1[CH:14]=[CH:13][C:12]2[C:11]3[C:6](=[CH:7][C:8]([Br:15])=[CH:9][CH:10]=3)[C:5]([CH3:17])([CH3:16])[C:4]=2[CH:3]=1.[C:18]1([C:27]2[CH:32]=[CH:31][CH:30]=[CH:29][CH:28]=2)[CH:23]=[CH:22][CH:21]=[CH:20][C:19]=1B(O)O.C([O-])([O-])=O.[Na+].[Na+].CCO. The catalyst is C1C=CC([P]([Pd]([P](C2C=CC=CC=2)(C2C=CC=CC=2)C2C=CC=CC=2)([P](C2C=CC=CC=2)(C2C=CC=CC=2)C2C=CC=CC=2)[P](C2C=CC=CC=2)(C2C=CC=CC=2)C2C=CC=CC=2)(C2C=CC=CC=2)C2C=CC=CC=2)=CC=1.C1(C)C=CC=CC=1. The product is [C:18]1([C:27]2[CH:28]=[CH:29][CH:30]=[CH:31][CH:32]=2)[CH:23]=[CH:22][CH:21]=[CH:20][C:19]=1[C:2]1[CH:14]=[CH:13][C:12]2[C:11]3[C:6](=[CH:7][C:8]([Br:15])=[CH:9][CH:10]=3)[C:5]([CH3:17])([CH3:16])[C:4]=2[CH:3]=1. The yield is 0.630. (5) The reactants are Cl[C:2]1[N:7]=[C:6]([C:8]2[S:12][C:11]([CH:13]3[CH2:16][CH2:15][CH2:14]3)=[N:10][C:9]=2[C:17]2[C:18]([F:35])=[C:19]([NH:23][S:24]([C:27]3[CH:32]=[C:31]([F:33])[CH:30]=[CH:29][C:28]=3[F:34])(=[O:26])=[O:25])[CH:20]=[CH:21][CH:22]=2)[CH:5]=[CH:4][N:3]=1.[CH3:36][S:37]([N:40]1[CH2:45][CH2:44][CH:43]([NH2:46])[CH2:42][CH2:41]1)(=[O:39])=[O:38]. The catalyst is C1COCC1. The product is [CH:13]1([C:11]2[S:12][C:8]([C:6]3[CH:5]=[CH:4][N:3]=[C:2]([NH:46][CH:43]4[CH2:44][CH2:45][N:40]([S:37]([CH3:36])(=[O:39])=[O:38])[CH2:41][CH2:42]4)[N:7]=3)=[C:9]([C:17]3[C:18]([F:35])=[C:19]([NH:23][S:24]([C:27]4[CH:32]=[C:31]([F:33])[CH:30]=[CH:29][C:28]=4[F:34])(=[O:26])=[O:25])[CH:20]=[CH:21][CH:22]=3)[N:10]=2)[CH2:16][CH2:15][CH2:14]1. The yield is 0.590. (6) The reactants are [C:1]([BH3-])#[N:2].[Na+].[Br:5][C:6]1[CH:7]=[C:8]2[C:13](=[CH:14][CH:15]=1)[CH:12]=[C:11](N)[CH:10]=[CH:9]2.[CH2:17]=O.[OH-].[Na+]. The catalyst is C(O)(=O)C. The product is [Br:5][C:6]1[CH:7]=[C:8]2[C:13](=[CH:14][CH:15]=1)[CH:12]=[C:11]([N:2]([CH3:1])[CH3:17])[CH:10]=[CH:9]2. The yield is 0.580. (7) The yield is 0.920. The reactants are [Cl:1][C:2]1[CH:3]=[CH:4][C:5]2[N:6]=[CH:7][N:8]=[C:9](OC3CCOCC3)[C:10]=2[N:11]=1.[CH:19]1([SH:25])[CH2:24][CH2:23][CH2:22][CH2:21][CH2:20]1.C([O-])([O-])=O.[K+].[K+]. The catalyst is C(#N)C.O. The product is [Cl:1][C:2]1[CH:3]=[CH:4][C:5]2[N:6]=[CH:7][N:8]=[C:9]([S:25][CH:19]3[CH2:24][CH2:23][CH2:22][CH2:21][CH2:20]3)[C:10]=2[N:11]=1. (8) The reactants are [Br:1][C:2]1[CH:7]=[CH:6][C:5]([O:8][CH2:9][CH2:10]Cl)=[CH:4][CH:3]=1.CC(C)([O-])C.[K+]. The catalyst is C1COCC1. The product is [Br:1][C:2]1[CH:7]=[CH:6][C:5]([O:8][CH:9]=[CH2:10])=[CH:4][CH:3]=1. The yield is 0.740. (9) The yield is 0.940. No catalyst specified. The reactants are [NH2:1][C:2]1[C:11]2[C:6](=[C:7](Br)[CH:8]=[CH:9][CH:10]=2)[N:5]=[N:4][C:3]=1[C:13]([NH:15][CH2:16][CH2:17][CH3:18])=[O:14].[F:19][C:20]([F:35])([F:34])[C:21]1[CH:22]=[C:23](B(O)O)[CH:24]=[C:25]([C:27]([F:30])([F:29])[F:28])[CH:26]=1. The product is [NH2:1][C:2]1[C:11]2[C:6](=[C:7]([C:23]3[CH:24]=[C:25]([C:27]([F:30])([F:28])[F:29])[CH:26]=[C:21]([C:20]([F:19])([F:35])[F:34])[CH:22]=3)[CH:8]=[CH:9][CH:10]=2)[N:5]=[N:4][C:3]=1[C:13]([NH:15][CH2:16][CH2:17][CH3:18])=[O:14].